From a dataset of Forward reaction prediction with 1.9M reactions from USPTO patents (1976-2016). Predict the product of the given reaction. Given the reactants [Li]CCCC.[S:6]1[CH:10]=[CH:9][N:8]=[CH:7]1.[O:11]1[C:15]2([CH2:20][CH2:19][C:18](=[O:21])[CH2:17][CH2:16]2)[O:14][CH2:13][CH2:12]1, predict the reaction product. The product is: [S:6]1[CH:10]=[CH:9][N:8]=[C:7]1[C:18]1([OH:21])[CH2:19][CH2:20][C:15]2([O:14][CH2:13][CH2:12][O:11]2)[CH2:16][CH2:17]1.